Dataset: NCI-60 drug combinations with 297,098 pairs across 59 cell lines. Task: Regression. Given two drug SMILES strings and cell line genomic features, predict the synergy score measuring deviation from expected non-interaction effect. (1) Drug 1: C1CCC(CC1)NC(=O)N(CCCl)N=O. Drug 2: CN1C2=C(C=C(C=C2)N(CCCl)CCCl)N=C1CCCC(=O)O.Cl. Cell line: SR. Synergy scores: CSS=43.4, Synergy_ZIP=-5.86, Synergy_Bliss=-10.3, Synergy_Loewe=-19.4, Synergy_HSA=-6.96. (2) Drug 1: C1CCC(C1)C(CC#N)N2C=C(C=N2)C3=C4C=CNC4=NC=N3. Drug 2: CC1=CC2C(CCC3(C2CCC3(C(=O)C)OC(=O)C)C)C4(C1=CC(=O)CC4)C. Cell line: RPMI-8226. Synergy scores: CSS=-2.20, Synergy_ZIP=0.721, Synergy_Bliss=-0.712, Synergy_Loewe=-6.46, Synergy_HSA=-5.48. (3) Drug 1: C1=NC(=NC(=O)N1C2C(C(C(O2)CO)O)O)N. Drug 2: CCN(CC)CCNC(=O)C1=C(NC(=C1C)C=C2C3=C(C=CC(=C3)F)NC2=O)C. Cell line: RPMI-8226. Synergy scores: CSS=64.5, Synergy_ZIP=-0.591, Synergy_Bliss=-0.315, Synergy_Loewe=-3.89, Synergy_HSA=0.813. (4) Drug 1: CS(=O)(=O)OCCCCOS(=O)(=O)C. Drug 2: C1C(C(OC1N2C=NC(=NC2=O)N)CO)O. Cell line: MDA-MB-435. Synergy scores: CSS=2.57, Synergy_ZIP=5.86, Synergy_Bliss=4.82, Synergy_Loewe=4.08, Synergy_HSA=0.0933. (5) Drug 1: C1=NC2=C(N=C(N=C2N1C3C(C(C(O3)CO)O)O)F)N. Drug 2: C(CC(=O)O)C(=O)CN.Cl. Cell line: A498. Synergy scores: CSS=0.591, Synergy_ZIP=4.41, Synergy_Bliss=-1.47, Synergy_Loewe=-2.48, Synergy_HSA=-2.38.